Dataset: Catalyst prediction with 721,799 reactions and 888 catalyst types from USPTO. Task: Predict which catalyst facilitates the given reaction. (1) Reactant: [OH:1][CH:2]1[CH2:6][CH2:5][C:4]([C:7]2[C:11]3[CH2:12][N:13]([C:16]([O:18][C:19]([CH3:22])([CH3:21])[CH3:20])=[O:17])[CH2:14][CH2:15][C:10]=3[N:9]([CH2:23][O:24][CH2:25][CH2:26][Si:27]([CH3:30])([CH3:29])[CH3:28])[N:8]=2)=[CH:3]1. Product: [OH:1][CH:2]1[CH2:6][CH2:5][CH:4]([C:7]2[C:11]3[CH2:12][N:13]([C:16]([O:18][C:19]([CH3:20])([CH3:21])[CH3:22])=[O:17])[CH2:14][CH2:15][C:10]=3[N:9]([CH2:23][O:24][CH2:25][CH2:26][Si:27]([CH3:30])([CH3:29])[CH3:28])[N:8]=2)[CH2:3]1. The catalyst class is: 19. (2) The catalyst class is: 6. Product: [CH:21]1([CH2:20][NH:19][N:16]2[C:17](=[O:18])[C:12]([C:4]3[NH:5][C:6]4[CH:11]=[CH:10][CH:9]=[CH:8][C:7]=4[S:2](=[O:1])(=[O:28])[N:3]=3)=[C:13]([OH:27])[C:14]3[S:26][CH:25]=[CH:24][C:15]2=3)[CH2:22][CH2:37][CH2:36][CH2:35][CH2:23]1. Reactant: [O:1]=[S:2]1(=[O:28])[C:7]2[CH:8]=[CH:9][CH:10]=[CH:11][C:6]=2[NH:5][C:4]([C:12]2[C:17](=[O:18])[N:16]([N:19]=[CH:20][CH:21]([CH3:23])[CH3:22])[C:15]3[CH:24]=[CH:25][S:26][C:14]=3[C:13]=2[OH:27])=[N:3]1.CO.[BH4-].[Li+].Cl.O1C[CH2:37][CH2:36][CH2:35]1. (3) Reactant: [Br:1][CH2:2][C:3]1[CH:4]=[CH:5][C:6]([Cl:12])=[C:7]([CH:11]=1)[C:8]([OH:10])=O.[C:13](Cl)(=O)[C:14](Cl)=O.C[N:20]([CH3:23])C=O. Product: [Br:1][CH2:2][C:3]1[CH:4]=[CH:5][C:6]([Cl:12])=[C:7]([CH:11]=1)[C:8]([NH:20][CH2:23][C:14]12[CH2:13][CH:5]3[CH2:6][CH:7]([CH2:11][CH:3]([CH2:4]3)[CH2:2]1)[CH2:8]2)=[O:10]. The catalyst class is: 4. (4) Reactant: [C:1]([O:5][C:6]([N:8]1[C:16]2[C:11](=[CH:12][C:13]([N+:17]([O-:19])=[O:18])=[CH:14][CH:15]=2)[C:10](Br)=[N:9]1)=[O:7])([CH3:4])([CH3:3])[CH3:2].C(N(CC)CC)C.[CH3:28][Si:29]([C:32]#[CH:33])([CH3:31])[CH3:30]. Product: [C:1]([O:5][C:6]([N:8]1[C:16]2[C:11](=[CH:12][C:13]([N+:17]([O-:19])=[O:18])=[CH:14][CH:15]=2)[C:10]([C:33]#[C:32][Si:29]([CH3:31])([CH3:30])[CH3:28])=[N:9]1)=[O:7])([CH3:4])([CH3:3])[CH3:2]. The catalyst class is: 870.